This data is from Peptide-MHC class II binding affinity with 134,281 pairs from IEDB. The task is: Regression. Given a peptide amino acid sequence and an MHC pseudo amino acid sequence, predict their binding affinity value. This is MHC class II binding data. (1) The peptide sequence is VCGMFTNRSGSQQWR. The MHC is DRB1_1201 with pseudo-sequence DRB1_1201. The binding affinity (normalized) is 0.0300. (2) The peptide sequence is IKVLVAMASINTLTL. The MHC is HLA-DPA10301-DPB10402 with pseudo-sequence HLA-DPA10301-DPB10402. The binding affinity (normalized) is 0.388. (3) The peptide sequence is LLKLTVAVGLHFHEM. The binding affinity (normalized) is 0. The MHC is HLA-DQA10601-DQB10402 with pseudo-sequence HLA-DQA10601-DQB10402. (4) The peptide sequence is SVLLVVVLFAVFLGS. The MHC is DRB1_0405 with pseudo-sequence DRB1_0405. The binding affinity (normalized) is 0.224. (5) The peptide sequence is EALIHQLKINPYVLS. The MHC is HLA-DQA10301-DQB10301 with pseudo-sequence HLA-DQA10301-DQB10301. The binding affinity (normalized) is 0.351. (6) The peptide sequence is IRDGLQYGWKTWGKN. The MHC is DRB3_0101 with pseudo-sequence DRB3_0101. The binding affinity (normalized) is 0.521. (7) The peptide sequence is LNTLVLRAVLPRDMV. The MHC is DRB1_0101 with pseudo-sequence DRB1_0101. The binding affinity (normalized) is 0.780. (8) The peptide sequence is ADKVAYALAQGLKVI. The MHC is DRB1_0401 with pseudo-sequence DRB1_0401. The binding affinity (normalized) is 0.661. (9) The peptide sequence is HLAEENEGDNACKRT. The MHC is DRB5_0101 with pseudo-sequence DRB5_0101. The binding affinity (normalized) is 0.